This data is from Reaction yield outcomes from USPTO patents with 853,638 reactions. The task is: Predict the reaction yield, written as a fraction of the theoretical maximum amount of product (1.0 means a 100% yield; for example, 0.34 means a 34% yield). (1) The reactants are [OH:1][C:2]1[CH:7]=[CH:6][C:5]([N:8]2[C:13](=[O:14])[C:12]([CH2:15][C:16]3[CH:21]=[CH:20][C:19]([C:22]4[C:23]([C:28]#[N:29])=[CH:24][CH:25]=[CH:26][CH:27]=4)=[CH:18][CH:17]=3)=[C:11]([CH2:30][CH2:31][CH3:32])[N:10]=[C:9]2[CH3:33])=[CH:4][CH:3]=1.[CH:34]12[O:40][CH:35]1[CH2:36][CH2:37][CH2:38][CH2:39]2.C(=O)([O-])[O-].[Cs+].[Cs+].C(OCC)(=O)C. The catalyst is CN(C)C=O.O. The product is [OH:40][C@H:35]1[CH2:36][CH2:37][CH2:38][CH2:39][C@@H:34]1[O:1][C:2]1[CH:3]=[CH:4][C:5]([N:8]2[C:13](=[O:14])[C:12]([CH2:15][C:16]3[CH:21]=[CH:20][C:19]([C:22]4[C:23]([C:28]#[N:29])=[CH:24][CH:25]=[CH:26][CH:27]=4)=[CH:18][CH:17]=3)=[C:11]([CH2:30][CH2:31][CH3:32])[N:10]=[C:9]2[CH3:33])=[CH:6][CH:7]=1. The yield is 0.760. (2) The reactants are [NH2:1][CH:2]1[C:7]([C:8](=[O:13])[C:9]([F:12])([F:11])[CH3:10])=[CH:6][CH:5]=[CH:4][N:3]1[C:14]1[CH:19]=[CH:18][C:17]([Cl:20])=[CH:16][CH:15]=1.S(=O)(=O)(O)O. The catalyst is CCOC(C)=O.CCCCCC. The product is [Cl:20][C:17]1[CH:16]=[CH:15][C:14]2[NH:3][C:2]3[N:1]=[CH:4][CH:5]=[CH:6][C:7]=3[C:8]([OH:13])([C:9]([F:11])([F:12])[CH3:10])[C:19]=2[CH:18]=1. The yield is 0.910. (3) The reactants are [CH2:1]([O:3][C:4]([C@@H:6]1[C@H:8]([C:9]2[CH:14]=[CH:13][CH:12]=[CH:11][CH:10]=2)[C@H:7]1[C:15]1[CH:20]=[CH:19][CH:18]=[CH:17][C:16]=1Br)=[O:5])[CH3:2].[CH3:22]B1OB(C)OB(C)O1.C(=O)([O-])[O-].[Cs+].[Cs+]. The catalyst is O1CCOCC1.O.C1C=CC([P]([Pd]([P](C2C=CC=CC=2)(C2C=CC=CC=2)C2C=CC=CC=2)([P](C2C=CC=CC=2)(C2C=CC=CC=2)C2C=CC=CC=2)[P](C2C=CC=CC=2)(C2C=CC=CC=2)C2C=CC=CC=2)(C2C=CC=CC=2)C2C=CC=CC=2)=CC=1. The product is [CH2:1]([O:3][C:4]([C@H:6]1[C@H:7]([C:15]2[CH:20]=[CH:19][CH:18]=[CH:17][C:16]=2[CH3:22])[C@H:8]1[C:9]1[CH:10]=[CH:11][CH:12]=[CH:13][CH:14]=1)=[O:5])[CH3:2]. The yield is 0.860. (4) The reactants are [NH:1]1[C:9]2[C:4](=[CH:5][C:6]([C:10]3[NH:11][C:12]4[N:13]([N:17]=[CH:18][C:19]=4[C:20]([O:22]CC)=[O:21])[C:14](=[O:16])[CH:15]=3)=[CH:7][CH:8]=2)[CH:3]=[N:2]1.[OH-].[Na+].Cl. The catalyst is CS(C)=O.O. The product is [NH:1]1[C:9]2[C:4](=[CH:5][C:6]([C:10]3[NH:11][C:12]4[N:13]([N:17]=[CH:18][C:19]=4[C:20]([OH:22])=[O:21])[C:14](=[O:16])[CH:15]=3)=[CH:7][CH:8]=2)[CH:3]=[N:2]1. The yield is 0.880.